Dataset: Peptide-MHC class I binding affinity with 185,985 pairs from IEDB/IMGT. Task: Regression. Given a peptide amino acid sequence and an MHC pseudo amino acid sequence, predict their binding affinity value. This is MHC class I binding data. (1) The peptide sequence is YEQYIKWPWY. The MHC is HLA-B44:02 with pseudo-sequence HLA-B44:02. The binding affinity (normalized) is 0.656. (2) The peptide sequence is AVFLSYIGY. The MHC is HLA-B08:02 with pseudo-sequence HLA-B08:02. The binding affinity (normalized) is 0.0847. (3) The binding affinity (normalized) is 0.0847. The peptide sequence is YGDTEAICR. The MHC is HLA-A01:01 with pseudo-sequence HLA-A01:01. (4) The peptide sequence is FLRKNQRAL. The MHC is HLA-A23:01 with pseudo-sequence HLA-A23:01. The binding affinity (normalized) is 0.0847.